This data is from Reaction yield outcomes from USPTO patents with 853,638 reactions. The task is: Predict the reaction yield, written as a fraction of the theoretical maximum amount of product (1.0 means a 100% yield; for example, 0.34 means a 34% yield). (1) The reactants are [Cl:1][C:2]1[C:3]([CH3:29])=[C:4]([NH:10][C@H:11]([C@@H:26]([OH:28])[CH3:27])[C:12]([NH:14][NH:15][C:16](=O)[C:17]2[CH:22]=[CH:21][CH:20]=[C:19]([O:23][CH3:24])[CH:18]=2)=[O:13])[CH:5]=[CH:6][C:7]=1[C:8]#[N:9].CCN(P1(N(C)CCCN1C)=NC(C)(C)C)CC. The catalyst is C1COCC1. The product is [Cl:1][C:2]1[C:3]([CH3:29])=[C:4]([NH:10][C@@H:11]([C:12]2[O:13][C:16]([C:17]3[CH:22]=[CH:21][CH:20]=[C:19]([O:23][CH3:24])[CH:18]=3)=[N:15][N:14]=2)[C@@H:26]([OH:28])[CH3:27])[CH:5]=[CH:6][C:7]=1[C:8]#[N:9]. The yield is 0.550. (2) The reactants are [Cl:1][C:2]1[N:7]2[N:8]=[C:9]([C:11]3[CH:16]=[CH:15][C:14]([O:17][CH3:18])=[CH:13][CH:12]=3)[CH:10]=[C:6]2[CH:5]=[CH:4][CH:3]=1.[C:19](OC(=O)C)(=[O:21])[CH3:20].B(F)(F)F. The catalyst is C1(C)C=CC=CC=1. The product is [Cl:1][C:2]1[N:7]2[N:8]=[C:9]([C:11]3[CH:16]=[CH:15][C:14]([O:17][CH3:18])=[CH:13][CH:12]=3)[C:10]([C:19](=[O:21])[CH3:20])=[C:6]2[CH:5]=[CH:4][CH:3]=1. The yield is 0.650. (3) The reactants are [Cl:1][C:2]1[CH:3]=[C:4]([CH:12]([CH2:16][CH:17]2[CH2:22][CH2:21][C:20](=[O:23])[CH2:19][CH2:18]2)[C:13](O)=[O:14])[CH:5]=[CH:6][C:7]=1[S:8]([CH3:11])(=[O:10])=[O:9].C(Cl)(=O)C(Cl)=O.[NH2:30][C:31]1[CH:36]=[N:35][CH:34]=[CH:33][N:32]=1.N1C=CC=CC=1. The catalyst is C(Cl)Cl.CN(C)C=O.O1CCCC1.C(O)(=O)CC(CC(O)=O)(C(O)=O)O. The product is [Cl:1][C:2]1[CH:3]=[C:4]([CH:12]([CH2:16][CH:17]2[CH2:18][CH2:19][C:20](=[O:23])[CH2:21][CH2:22]2)[C:13]([NH:30][C:31]2[CH:36]=[N:35][CH:34]=[CH:33][N:32]=2)=[O:14])[CH:5]=[CH:6][C:7]=1[S:8]([CH3:11])(=[O:10])=[O:9]. The yield is 0.810. (4) The reactants are [CH3:1][C:2]1[N:3]([C:7]2[CH:12]=[CH:11][C:10]([NH:13][C:14]([NH2:16])=[NH:15])=[CH:9][CH:8]=2)[CH:4]=[CH:5][N:6]=1.O=[C:18]1[CH2:23][CH2:22][N:21]([C:24]([O:26][C:27]([CH3:30])([CH3:29])[CH3:28])=[O:25])[CH2:20][CH:19]1[C:31](=O)[CH2:32][C:33]1[CH:38]=[CH:37][CH:36]=[CH:35][CH:34]=1.[O-]CC.[Na+]. The catalyst is C(O)C. The product is [CH2:32]([C:31]1[C:19]2[CH2:20][N:21]([C:24]([O:26][C:27]([CH3:30])([CH3:29])[CH3:28])=[O:25])[CH2:22][CH2:23][C:18]=2[N:15]=[C:14]([NH:13][C:10]2[CH:9]=[CH:8][C:7]([N:3]3[CH:4]=[CH:5][N:6]=[C:2]3[CH3:1])=[CH:12][CH:11]=2)[N:16]=1)[C:33]1[CH:34]=[CH:35][CH:36]=[CH:37][CH:38]=1. The yield is 0.542.